Regression. Given two drug SMILES strings and cell line genomic features, predict the synergy score measuring deviation from expected non-interaction effect. From a dataset of NCI-60 drug combinations with 297,098 pairs across 59 cell lines. (1) Drug 1: CC1C(C(CC(O1)OC2CC(CC3=C2C(=C4C(=C3O)C(=O)C5=C(C4=O)C(=CC=C5)OC)O)(C(=O)C)O)N)O.Cl. Drug 2: C1=CN(C(=O)N=C1N)C2C(C(C(O2)CO)O)O.Cl. Cell line: RXF 393. Synergy scores: CSS=17.6, Synergy_ZIP=-7.55, Synergy_Bliss=-1.23, Synergy_Loewe=0.0241, Synergy_HSA=1.24. (2) Drug 1: C1=CN(C=N1)CC(O)(P(=O)(O)O)P(=O)(O)O. Drug 2: CC1C(C(CC(O1)OC2CC(OC(C2O)C)OC3=CC4=CC5=C(C(=O)C(C(C5)C(C(=O)C(C(C)O)O)OC)OC6CC(C(C(O6)C)O)OC7CC(C(C(O7)C)O)OC8CC(C(C(O8)C)O)(C)O)C(=C4C(=C3C)O)O)O)O. Cell line: IGROV1. Synergy scores: CSS=26.9, Synergy_ZIP=1.83, Synergy_Bliss=3.98, Synergy_Loewe=0, Synergy_HSA=0.520. (3) Drug 1: CC1=CC2C(CCC3(C2CCC3(C(=O)C)OC(=O)C)C)C4(C1=CC(=O)CC4)C. Drug 2: C1C(C(OC1N2C=NC(=NC2=O)N)CO)O. Cell line: SNB-19. Synergy scores: CSS=10.9, Synergy_ZIP=-2.15, Synergy_Bliss=-3.12, Synergy_Loewe=-46.6, Synergy_HSA=-10.2. (4) Drug 1: CN(C)N=NC1=C(NC=N1)C(=O)N. Drug 2: CC1=C(C(=O)C2=C(C1=O)N3CC4C(C3(C2COC(=O)N)OC)N4)N. Cell line: HL-60(TB). Synergy scores: CSS=78.3, Synergy_ZIP=10.0, Synergy_Bliss=9.59, Synergy_Loewe=-19.6, Synergy_HSA=14.1.